Predict the reaction yield, written as a fraction of the theoretical maximum amount of product (1.0 means a 100% yield; for example, 0.34 means a 34% yield). From a dataset of Reaction yield outcomes from USPTO patents with 853,638 reactions. (1) The reactants are [CH3:1][C:2]([CH3:5])([O-:4])[CH3:3].[Na+].[Br-].C1([PH+](C2C=CC=CC=2)C2C=CC=CC=2)C=CC=CC=1.[CH2:27]([O:29][C:30]([C:32]1[NH:33][C:34]([CH:38]=O)=[CH:35][C:36]=1[CH3:37])=[O:31])[CH3:28].C1C[O:43][CH2:42][CH2:41]1. No catalyst specified. The product is [CH2:27]([O:29][C:30]([C:32]1[NH:33][C:34]([CH:38]=[CH:41][C:42]([O:4][C:2]([CH3:5])([CH3:3])[CH3:1])=[O:43])=[CH:35][C:36]=1[CH3:37])=[O:31])[CH3:28]. The yield is 0.810. (2) The catalyst is O1CCOCC1. The reactants are CON(C)[C:4]([C:6]1[N:7]=[N:8][CH:9]=[CH:10][CH:11]=1)=[O:5].[CH3:13]OC1C=CC(P2(SP(C3C=CC(OC)=CC=3)(=S)S2)=S)=CC=1. The product is [N:8]1[CH:9]=[CH:10][CH:11]=[C:6]([CH:4]([OH:5])[CH3:13])[N:7]=1. The yield is 0.960. (3) The yield is 1.00. The catalyst is C(Cl)Cl. The reactants are [Br:1][C:2]1[N:7]=[C:6]([NH:8][C:9]2[CH:14]=[CH:13][C:12]([CH:15]3[CH2:20][CH2:19][N:18](C(OC(C)(C)C)=O)[CH2:17][CH2:16]3)=[CH:11][CH:10]=2)[C:5](=[O:28])[N:4]([CH3:29])[CH:3]=1.FC(F)(F)C(O)=O. The product is [Br:1][C:2]1[N:7]=[C:6]([NH:8][C:9]2[CH:10]=[CH:11][C:12]([CH:15]3[CH2:20][CH2:19][NH:18][CH2:17][CH2:16]3)=[CH:13][CH:14]=2)[C:5](=[O:28])[N:4]([CH3:29])[CH:3]=1. (4) The reactants are [NH2:1][C:2]1[N:3]=[C:4]([N:13]2[CH2:18][CH2:17][N:16]([C:19](=[O:29])[CH2:20][O:21][C:22]3[CH:27]=[CH:26][C:25]([Cl:28])=[CH:24][CH:23]=3)[CH2:15][CH2:14]2)[C:5]2[N:10]=[C:9]([S:11][CH3:12])[S:8][C:6]=2[N:7]=1.C1C=C(Cl)C=C(C(OO)=[O:38])C=1. The catalyst is ClCCl. The product is [NH2:1][C:2]1[N:3]=[C:4]([N:13]2[CH2:18][CH2:17][N:16]([C:19](=[O:29])[CH2:20][O:21][C:22]3[CH:27]=[CH:26][C:25]([Cl:28])=[CH:24][CH:23]=3)[CH2:15][CH2:14]2)[C:5]2[N:10]=[C:9]([S:11]([CH3:12])=[O:38])[S:8][C:6]=2[N:7]=1. The yield is 0.700.